This data is from Aqueous solubility values for 9,982 compounds from the AqSolDB database. The task is: Regression/Classification. Given a drug SMILES string, predict its absorption, distribution, metabolism, or excretion properties. Task type varies by dataset: regression for continuous measurements (e.g., permeability, clearance, half-life) or binary classification for categorical outcomes (e.g., BBB penetration, CYP inhibition). For this dataset (solubility_aqsoldb), we predict Y. (1) The drug is CC(CCC(=O)O)C1CCC2C3CCC4CC(O)CCC4(C)C3CC(O)C12C. The Y is -3.95 log mol/L. (2) The drug is O=[N+]([O-])c1cccc([N+](=O)[O-])c1O. The Y is -2.77 log mol/L. (3) The compound is CC(C)(C)OOC(=O)c1ccccc1. The Y is -2.78 log mol/L. (4) The compound is O=C([O-])C(=O)O.[K+]. The Y is -0.710 log mol/L. (5) The Y is -4.32 log mol/L. The drug is c1ccc(-c2ccccc2)cc1. (6) The compound is COc1ccc2cc(C(C)C(=O)OC3CCCCC3O)ccc2c1. The Y is -5.07 log mol/L. (7) The molecule is N#CCCN(CCC#N)C(Cc1ccc(O)cc1)C(=O)O. The Y is -1.68 log mol/L. (8) The compound is CCCCCCCCCCCC(=O)NCCC[N+](C)(C)C.COS(=O)(=O)[O-]. The Y is -0.0114 log mol/L.